From a dataset of Peptide-MHC class II binding affinity with 134,281 pairs from IEDB. Regression. Given a peptide amino acid sequence and an MHC pseudo amino acid sequence, predict their binding affinity value. This is MHC class II binding data. (1) The peptide sequence is SNMTQRVVIALLVLAKK. The MHC is DRB1_1301 with pseudo-sequence DRB1_1301. The binding affinity (normalized) is 0. (2) The peptide sequence is MHHLVEFEPPHAATI. The MHC is HLA-DQA10201-DQB10301 with pseudo-sequence HLA-DQA10201-DQB10301. The binding affinity (normalized) is 0. (3) The peptide sequence is SGSQEVEFIGYGKAT. The MHC is DRB1_0405 with pseudo-sequence DRB1_0405. The binding affinity (normalized) is 0.112.